This data is from Full USPTO retrosynthesis dataset with 1.9M reactions from patents (1976-2016). The task is: Predict the reactants needed to synthesize the given product. (1) Given the product [Cl:1][C:2]1[CH:3]=[C:4]2[C:9](=[CH:10][C:11]=1[O:12][CH3:13])[CH:8]=[N:7][C:6]([NH:14][C:15]1[O:27][C@:19]3([CH2:18][N:17]=1)[CH:24]1[CH2:25][CH2:26][N:21]([CH2:22][CH2:23]1)[CH2:20]3)=[CH:5]2, predict the reactants needed to synthesize it. The reactants are: [Cl:1][C:2]1[CH:3]=[C:4]2[C:9](=[CH:10][C:11]=1[O:12][CH3:13])[CH:8]=[N:7][C:6]([NH:14][C:15]([NH:17][CH2:18][C@@:19]1([OH:27])[CH:24]3[CH2:25][CH2:26][N:21]([CH2:22][CH2:23]3)[CH2:20]1)=S)=[CH:5]2.C(=NC(C)C)=NC(C)C. (2) Given the product [CH3:38][C:33]1([CH3:39])[C:34]([CH3:37])([CH3:36])[O:35][B:31]([C:2]2[CH:3]=[C:4]3[C:9](=[CH:10][N:11]=2)[N:8]=[CH:7][CH:6]=[C:5]3[N:12]2[CH2:17][CH2:16][CH2:15][C@H:14]([NH:18][C:19](=[O:25])[O:20][C:21]([CH3:24])([CH3:23])[CH3:22])[CH2:13]2)[O:32]1, predict the reactants needed to synthesize it. The reactants are: Cl[C:2]1[CH:3]=[C:4]2[C:9](=[CH:10][N:11]=1)[N:8]=[CH:7][CH:6]=[C:5]2[N:12]1[CH2:17][CH2:16][CH2:15][C@H:14]([NH:18][C:19](=[O:25])[O:20][C:21]([CH3:24])([CH3:23])[CH3:22])[CH2:13]1.C([O-])(=O)C.[K+].[B:31]1([B:31]2[O:35][C:34]([CH3:37])([CH3:36])[C:33]([CH3:39])([CH3:38])[O:32]2)[O:35][C:34]([CH3:37])([CH3:36])[C:33]([CH3:39])([CH3:38])[O:32]1.C1(P(C2CCCCC2)C2CCCCC2)CCCCC1. (3) Given the product [CH3:15][C:16]1[C:20]([CH2:21][C:22]2[CH:27]=[CH:26][CH:25]=[C:24]([C:28]([F:30])([F:29])[F:31])[C:23]=2[CH3:32])=[C:19]2[NH:33][C:2]([CH:9]3[CH2:10][CH2:11][O:12][CH2:13][CH2:14]3)=[CH:3][C:4](=[O:6])[N:18]2[N:17]=1, predict the reactants needed to synthesize it. The reactants are: O=[C:2]([CH:9]1[CH2:14][CH2:13][O:12][CH2:11][CH2:10]1)[CH2:3][C:4]([O:6]CC)=O.[CH3:15][C:16]1[C:20]([CH2:21][C:22]2[CH:27]=[CH:26][CH:25]=[C:24]([C:28]([F:31])([F:30])[F:29])[C:23]=2[CH3:32])=[C:19]([NH2:33])[NH:18][N:17]=1. (4) Given the product [Cl:21][C:22]1[N:23]=[C:24]([NH:29][CH3:30])[N:25]=[C:26]([N:16]2[CH2:17][CH2:18][CH:13]([C:11]([NH:10][CH2:9][C:4]3[CH:5]=[CH:6][CH:7]=[CH:8][C:3]=3[C:2]([F:1])([F:19])[F:20])=[O:12])[CH2:14][CH2:15]2)[N:27]=1, predict the reactants needed to synthesize it. The reactants are: [F:1][C:2]([F:20])([F:19])[C:3]1[CH:8]=[CH:7][CH:6]=[CH:5][C:4]=1[CH2:9][NH:10][C:11]([CH:13]1[CH2:18][CH2:17][NH:16][CH2:15][CH2:14]1)=[O:12].[Cl:21][C:22]1[N:27]=[C:26](Cl)[N:25]=[C:24]([NH:29][CH3:30])[N:23]=1.[OH-].[Na+]. (5) Given the product [Cl:8][C:7]1[C:2]([Cl:1])=[C:3]([S:25](=[O:27])(=[O:26])[NH:28][C@@H:29]([CH3:34])[C:30]([F:32])([F:31])[F:33])[CH:4]=[CH:5][C:6]=1[C:9]1[S:13][C:12]([C:14]2[CH:18]=[C:17]([C:19]([OH:22])([CH3:20])[CH3:21])[O:16][N:15]=2)=[N:11][C:10]=1[C:23]([OH:37])=[O:24], predict the reactants needed to synthesize it. The reactants are: [Cl:1][C:2]1[C:7]([Cl:8])=[C:6]([C:9]2[S:13][C:12]([C:14]3[CH:18]=[C:17]([C:19]([OH:22])([CH3:21])[CH3:20])[O:16][N:15]=3)=[N:11][C:10]=2[CH2:23][OH:24])[CH:5]=[CH:4][C:3]=1[S:25]([NH:28][C@@H:29]([CH3:34])[C:30]([F:33])([F:32])[F:31])(=[O:27])=[O:26].C(O)(=[O:37])C.C(O)(=O)C.IC1C=CC=CC=1.CC1(C)N([O])C(C)(C)CCC1. (6) Given the product [Cl:1][C:2]1[CH:3]=[CH:4][C:5]([CH:8]2[C:9]3[C:10](=[N:11][N:12]([CH3:14])[CH:13]=3)[C:15](=[O:16])[N:18]2[C:19]2[CH:24]=[C:23]([F:25])[C:22](=[O:26])[N:21]([CH3:27])[CH:20]=2)=[CH:6][CH:7]=1, predict the reactants needed to synthesize it. The reactants are: [Cl:1][C:2]1[CH:7]=[CH:6][C:5]([CH:8]([NH:18][C:19]2[CH:24]=[C:23]([F:25])[C:22](=[O:26])[N:21]([CH3:27])[CH:20]=2)[C:9]2[C:10]([C:15](O)=[O:16])=[N:11][N:12]([CH3:14])[CH:13]=2)=[CH:4][CH:3]=1. (7) Given the product [CH3:18][O:19][C:20]1[CH:25]=[CH:24][CH:23]=[CH:22][C:21]=1[N:26]1[CH2:31][CH2:30][NH:29][CH2:28][CH:27]1[CH2:15][CH2:14][CH2:13][CH2:12][CH:10]1[O:9][N:8]=[C:7]([C:1]2[CH:2]=[CH:3][CH:4]=[CH:5][CH:6]=2)[CH2:11]1, predict the reactants needed to synthesize it. The reactants are: [C:1]1([C:7]2[CH2:11][CH:10]([CH2:12][CH2:13][CH2:14][CH:15]=O)[O:9][N:8]=2)[CH:6]=[CH:5][CH:4]=[CH:3][CH:2]=1.Cl.[CH3:18][O:19][C:20]1[CH:25]=[CH:24][CH:23]=[CH:22][C:21]=1[N:26]1[CH2:31][CH2:30][NH:29][CH2:28][CH2:27]1.[BH-](OC(C)=O)(OC(C)=O)OC(C)=O.[Na+].C(N(C(C)C)CC)(C)C. (8) Given the product [C:1]([O:5][C:6]([NH:8][C@@H:9]([CH2:13][NH:14][C:15]1[CH:20]=[CH:19][CH:18]=[CH:17][C:16]=1[NH2:21])[C:10]([OH:12])=[O:11])=[O:7])([CH3:4])([CH3:2])[CH3:3], predict the reactants needed to synthesize it. The reactants are: [C:1]([O:5][C:6]([NH:8][CH:9]([CH2:13][NH:14][C:15]1[CH:20]=[CH:19][CH:18]=[CH:17][C:16]=1[N+:21]([O-])=O)[C:10]([OH:12])=[O:11])=[O:7])([CH3:4])([CH3:3])[CH3:2].